From a dataset of Catalyst prediction with 721,799 reactions and 888 catalyst types from USPTO. Predict which catalyst facilitates the given reaction. (1) Reactant: [F:1][C:2]([F:16])([F:15])[C:3]([NH:5][CH2:6][CH2:7][CH2:8][CH2:9][C@H:10]([NH2:14])[C:11]([OH:13])=[O:12])=[O:4].[C:17]([O:21][C:22](=O)[O:23]C(C)(C)C)([CH3:20])([CH3:19])[CH3:18].O.Cl. Product: [F:1][C:2]([F:15])([F:16])[C:3]([NH:5][CH2:6][CH2:7][CH2:8][CH2:9][C@H:10]([NH:14][C:22]([O:21][C:17]([CH3:20])([CH3:19])[CH3:18])=[O:23])[C:11]([OH:13])=[O:12])=[O:4]. The catalyst class is: 3. (2) Reactant: Br.[CH3:2][N:3]1[CH2:8][CH2:7][C:6](=O)[CH2:5][CH2:4]1.BrBr.[CH3:12][O:13][C:14]1[CH:19]=[C:18]([O:20][CH3:21])[CH:17]=[C:16]([O:22][CH3:23])[CH:15]=1.C(OC(=O)C)(=[O:26])C.[OH-].[Na+]. Product: [OH:26][CH:5]1[C:6]([C:15]2[C:16]([O:22][CH3:23])=[CH:17][C:18]([O:20][CH3:21])=[CH:19][C:14]=2[O:13][CH3:12])=[CH:7][CH2:8][N:3]([CH3:2])[CH2:4]1. The catalyst class is: 86. (3) Reactant: S(=O)(=O)(O)O.[N:6]1[C:11]2[S:12][CH:13]=[CH:14][C:10]=2[C:9](=[O:15])[NH:8][CH:7]=1.[I:16](O)(=O)(=O)=O.II. Product: [I:16][C:13]1[S:12][C:11]2[N:6]=[CH:7][NH:8][C:9](=[O:15])[C:10]=2[CH:14]=1. The catalyst class is: 211. (4) Reactant: [CH3:1][O:2][CH2:3][CH2:4][C:5]1([C:11]([O:13][C:14]([CH3:17])([CH3:16])[CH3:15])=[O:12])SCCCS1.BrN1C(=[O:24])CCC1=O.C(=O)(O)[O-].[Na+].S([O-])([O-])(=O)=S.[Na+].[Na+]. Product: [CH3:1][O:2][CH2:3][CH2:4][C:5](=[O:24])[C:11]([O:13][C:14]([CH3:17])([CH3:16])[CH3:15])=[O:12]. The catalyst class is: 95. (5) Reactant: [CH2:1]([O:3][C:4]1[CH:5]=[N:6][C:7]([C:10]2[CH:11]=[C:12]([CH:27]=[CH:28][CH:29]=2)[CH2:13][C:14]2[C:19](=[O:20])[CH:18]=[CH:17][N:16]([C:21]3[CH:22]=[N:23][N:24]([CH3:26])[CH:25]=3)[N:15]=2)=[N:8][CH:9]=1)[CH3:2].I[CH3:31].[H-].[Na+]. Product: [CH2:1]([O:3][C:4]1[CH:9]=[N:8][C:7]([C:10]2[CH:11]=[C:12]([CH:13]([C:14]3[C:19](=[O:20])[CH:18]=[CH:17][N:16]([C:21]4[CH:22]=[N:23][N:24]([CH3:26])[CH:25]=4)[N:15]=3)[CH3:31])[CH:27]=[CH:28][CH:29]=2)=[N:6][CH:5]=1)[CH3:2]. The catalyst class is: 31. (6) Reactant: Cl[C:2]1[C:7]([CH:8]([CH2:13][CH2:14][CH3:15])[C:9]([O:11][CH3:12])=[O:10])=[C:6]([Cl:16])[N:5]=[C:4]([N:17]2[CH2:22][CH2:21][CH2:20][CH2:19][CH2:18]2)[N:3]=1.B(O)(O)[C:24]1[CH:25]=[CH:26][C:27]([CH3:30])=[CH:28][CH:29]=1.C(N(CC)C(C)C)(C)C. Product: [Cl:16][C:6]1[C:7]([CH:8]([CH2:13][CH2:14][CH3:15])[C:9]([O:11][CH3:12])=[O:10])=[C:2]([C:24]2[CH:29]=[CH:28][C:27]([CH3:30])=[CH:26][CH:25]=2)[N:3]=[C:4]([N:17]2[CH2:22][CH2:21][CH2:20][CH2:19][CH2:18]2)[N:5]=1. The catalyst class is: 108.